Predict the product of the given reaction. From a dataset of Forward reaction prediction with 1.9M reactions from USPTO patents (1976-2016). Given the reactants [CH2:1]([O:3][C:4](=[O:31])[C:5]([O:8][C:9]1[CH:14]=[CH:13][C:12]([O:15][CH2:16][CH2:17][C:18]2[N:19]=[C:20]([C:24]3[CH:29]=[CH:28][C:27](Br)=[CH:26][CH:25]=3)[O:21][C:22]=2[CH3:23])=[CH:11][CH:10]=1)([CH3:7])[CH3:6])[CH3:2].[F:32][C:33]([F:44])([F:43])[C:34]1[CH:39]=[CH:38][C:37](B(O)O)=[CH:36][CH:35]=1.C1(C)C=CC=CC=1.C(=O)([O-])[O-].[Na+].[Na+], predict the reaction product. The product is: [CH2:1]([O:3][C:4](=[O:31])[C:5]([O:8][C:9]1[CH:14]=[CH:13][C:12]([O:15][CH2:16][CH2:17][C:18]2[N:19]=[C:20]([C:24]3[CH:29]=[CH:28][C:27]([C:37]4[CH:38]=[CH:39][C:34]([C:33]([F:44])([F:43])[F:32])=[CH:35][CH:36]=4)=[CH:26][CH:25]=3)[O:21][C:22]=2[CH3:23])=[CH:11][CH:10]=1)([CH3:7])[CH3:6])[CH3:2].